Predict which catalyst facilitates the given reaction. From a dataset of Catalyst prediction with 721,799 reactions and 888 catalyst types from USPTO. (1) Reactant: C(O)(C(F)(F)F)=O.C(OC([N:15]1[CH2:20][CH2:19][N:18]([C:21]2[O:22][C:23]([C@@H:26]3[CH2:32][CH2:31][C@@H:30]4[CH2:33][N:27]3[C:28](=[O:39])[N:29]4[O:34][S:35]([OH:38])(=[O:37])=[O:36])=[N:24][N:25]=2)[CH2:17][CH2:16]1)=O)(C)(C)C.C([N+](CCCC)(CCCC)CCCC)CCC. Product: [S:35]([OH:38])([O:34][N:29]1[C:28](=[O:39])[N:27]2[CH2:33][C@H:30]1[CH2:31][CH2:32][C@H:26]2[C:23]1[O:22][C:21]([N:18]2[CH2:19][CH2:20][NH:15][CH2:16][CH2:17]2)=[N:25][N:24]=1)(=[O:36])=[O:37]. The catalyst class is: 158. (2) Reactant: Br[C:2]1(Br)[C:10]2[C:5](=[CH:6][CH:7]=[C:8]([Cl:11])[CH:9]=2)[N:4]([CH2:12][C:13]2[C:14]([F:19])=[N:15][CH:16]=[CH:17][CH:18]=2)[C:3]1=[O:20]. Product: [Cl:11][C:8]1[CH:9]=[C:10]2[C:5](=[CH:6][CH:7]=1)[N:4]([CH2:12][C:13]1[C:14]([F:19])=[N:15][CH:16]=[CH:17][CH:18]=1)[C:3](=[O:20])[CH2:2]2. The catalyst class is: 565. (3) Reactant: [C:1]([N:4]1[C:8]2=[N:9][CH:10]=[C:11]([N+:13]([O-])=O)[CH:12]=[C:7]2[CH2:6][CH2:5]1)(=[O:3])[CH3:2].[H][H]. Product: [C:1]([N:4]1[C:8]2=[N:9][CH:10]=[C:11]([NH2:13])[CH:12]=[C:7]2[CH2:6][CH2:5]1)(=[O:3])[CH3:2]. The catalyst class is: 29. (4) Reactant: [F:1][C:2]([F:15])([F:14])[C:3]1[CH:13]=[CH:12][C:6]([CH:7]=[CH:8][C:9]([OH:11])=[O:10])=[CH:5][CH:4]=1.C(N(C(C)C)C(C)C)C.CN(C(ON1N=NC2C=CC=CC1=2)=[N+](C)C)C.[B-](F)(F)(F)F.[CH3:47][N:48]([CH3:73])[CH2:49][CH2:50][N:51]1[CH2:56][CH2:55][CH:54]([NH:57][CH2:58][C:59]2[CH:64]=[CH:63][C:62]([N:65]([CH3:72])[C:66]3[CH:71]=[CH:70][N:69]=[CH:68][CH:67]=3)=[CH:61][CH:60]=2)[CH2:53][CH2:52]1. Product: [CH:9]([OH:11])=[O:10].[CH3:47][N:48]([CH3:73])[CH2:49][CH2:50][N:51]1[CH2:56][CH2:55][CH:54]([N:57]([CH2:58][C:59]2[CH:64]=[CH:63][C:62]([N:65]([CH3:72])[C:66]3[CH:67]=[CH:68][N:69]=[CH:70][CH:71]=3)=[CH:61][CH:60]=2)[C:9](=[O:11])/[CH:8]=[CH:7]/[C:6]2[CH:5]=[CH:4][C:3]([C:2]([F:1])([F:15])[F:14])=[CH:13][CH:12]=2)[CH2:53][CH2:52]1. The catalyst class is: 2.